From a dataset of Peptide-MHC class II binding affinity with 134,281 pairs from IEDB. Regression. Given a peptide amino acid sequence and an MHC pseudo amino acid sequence, predict their binding affinity value. This is MHC class II binding data. (1) The MHC is HLA-DQA10501-DQB10301 with pseudo-sequence HLA-DQA10501-DQB10301. The peptide sequence is FVNPVEAFQFYFELL. The binding affinity (normalized) is 0.322. (2) The peptide sequence is LQLIRLAASLQHYGL. The MHC is HLA-DPA10201-DPB10101 with pseudo-sequence HLA-DPA10201-DPB10101. The binding affinity (normalized) is 0.520.